This data is from Reaction yield outcomes from USPTO patents with 853,638 reactions. The task is: Predict the reaction yield, written as a fraction of the theoretical maximum amount of product (1.0 means a 100% yield; for example, 0.34 means a 34% yield). (1) The reactants are [CH2:1]([N:8]([CH2:19][CH2:20][OH:21])[C:9](=[O:18])[C:10]1[CH:15]=[CH:14][N+:13]([O-:16])=[CH:12][C:11]=1F)[C:2]1[CH:7]=[CH:6][CH:5]=[CH:4][CH:3]=1.[H-].[Na+].O. The catalyst is C1COCC1. The product is [CH2:1]([N:8]1[C:9](=[O:18])[C:10]2[CH:15]=[CH:14][N+:13]([O-:16])=[CH:12][C:11]=2[O:21][CH2:20][CH2:19]1)[C:2]1[CH:7]=[CH:6][CH:5]=[CH:4][CH:3]=1. The yield is 0.480. (2) The reactants are [NH2:1][C:2]1[N:7]=[C:6]([N:8]([CH3:15])[C:9]2[CH:14]=[CH:13][CH:12]=[CH:11][CH:10]=2)[N:5]=[C:4]([C:16]2[N:20]=[C:19]([C:21]3[CH:22]=[CH:23][C:24]([C:27](OC)=[O:28])=[N:25][CH:26]=3)[O:18][N:17]=2)[N:3]=1.[BH4-].[Na+]. The catalyst is C1COCC1. The product is [NH2:1][C:2]1[N:7]=[C:6]([N:8]([CH3:15])[C:9]2[CH:10]=[CH:11][CH:12]=[CH:13][CH:14]=2)[N:5]=[C:4]([C:16]2[N:20]=[C:19]([C:21]3[CH:22]=[CH:23][C:24]([CH2:27][OH:28])=[N:25][CH:26]=3)[O:18][N:17]=2)[N:3]=1. The yield is 0.670. (3) The reactants are [OH:1][C:2]1[CH:17]=[CH:16][C:5]([CH:6]=[C:7]([C:12]([O:14][CH3:15])=[O:13])[C:8]([O:10][CH3:11])=[O:9])=[CH:4][CH:3]=1.[H-].[Na+].Br[CH2:21][CH2:22][OH:23].O. The catalyst is CN(C=O)C. The product is [OH:23][CH2:22][CH2:21][O:1][C:2]1[CH:3]=[CH:4][C:5]([CH:6]=[C:7]([C:8]([O:10][CH3:11])=[O:9])[C:12]([O:14][CH3:15])=[O:13])=[CH:16][CH:17]=1. The yield is 0.840.